Task: Predict the product of the given reaction.. Dataset: Forward reaction prediction with 1.9M reactions from USPTO patents (1976-2016) (1) Given the reactants C(OC([N:11]1[CH2:16][CH2:15][N:14]([CH3:17])[CH2:13][CH:12]1[C:18]([C:20]1[O:21][C:22]2[CH:28]=[CH:27][C:26]([F:29])=[CH:25][C:23]=2[CH:24]=1)=[O:19])=O)C1C=CC=CC=1.CO, predict the reaction product. The product is: [F:29][C:26]1[CH:27]=[CH:28][C:22]2[O:21][C:20]([CH:18]([CH:12]3[CH2:13][N:14]([CH3:17])[CH2:15][CH2:16][NH:11]3)[OH:19])=[CH:24][C:23]=2[CH:25]=1. (2) Given the reactants [NH2:1][C:2]1[N:6]([CH3:7])[N:5]=[CH:4][C:3]=1[C:8]([O:10][CH2:11][CH3:12])=[O:9].CCN(C(C)C)C(C)C.[Br:22][C:23]1[CH:31]=[CH:30][C:26]([C:27](Cl)=[O:28])=[C:25]([F:32])[CH:24]=1, predict the reaction product. The product is: [Br:22][C:23]1[CH:31]=[CH:30][C:26]([C:27]([NH:1][C:2]2[N:6]([CH3:7])[N:5]=[CH:4][C:3]=2[C:8]([O:10][CH2:11][CH3:12])=[O:9])=[O:28])=[C:25]([F:32])[CH:24]=1. (3) Given the reactants F[C:2]1[CH:7]=[C:6]([O:8][CH:9]2[CH2:12][N:11]([C:13]3[CH:18]=[CH:17][C:16]([C@@H:19]([NH:21][C:22](=[O:24])[CH3:23])[CH3:20])=[CH:15][CH:14]=3)[CH2:10]2)[CH:5]=[CH:4][N:3]=1.[CH:25]1([CH2:28][OH:29])[CH2:27][CH2:26]1.[H-].[Na+], predict the reaction product. The product is: [CH:25]1([CH2:28][O:29][C:2]2[CH:7]=[C:6]([O:8][CH:9]3[CH2:12][N:11]([C:13]4[CH:18]=[CH:17][C:16]([C@@H:19]([NH:21][C:22](=[O:24])[CH3:23])[CH3:20])=[CH:15][CH:14]=4)[CH2:10]3)[CH:5]=[CH:4][N:3]=2)[CH2:27][CH2:26]1. (4) Given the reactants [NH2:1][C@H:2]([C:8]([NH:10][C@H:11]([C:16]([NH:18][C@H:19]([C:24]([NH:26][C@H:27]([C:33]([NH:35][C@H:36]([C:44]([NH:46][C@H:47]([C:55](N[C@H](C(N[C@H](C(O)=O)C)=O)CC(C)C)=[O:56])[CH2:48][C:49]1[CH:54]=CC=C[CH:50]=1)=[O:45])[CH2:37][C:38]1[CH:43]=[CH:42][CH:41]=[CH:40][CH:39]=1)=[O:34])[CH2:28][CH2:29][C:30](=[O:32])[OH:31])=[O:25])[CH2:20][C:21](=[O:23])[NH2:22])=[O:17])[CH2:12][C:13](=[O:15])[OH:14])=[O:9])[CH2:3][CH2:4][C:5](=[O:7])[OH:6].[OH-].[Na+].[NH2:73][C@H:74]([C:92](=[O:94])[NH2:93])[CH2:75][CH2:76][CH2:77][CH2:78][NH:79][C:80](=[O:91])[C:81]1[CH:86]=[CH:85][C:84]([O:87][CH2:88][C:89]#[CH:90])=[CH:83][CH:82]=1.C1N(CCO)CCN(CCS(O)(=O)=O)C1.C(N(CC(O)=O)CC(O)=O)CN(CC(O)=O)CC(O)=O.Cl, predict the reaction product. The product is: [NH2:1][C@H:2]([C:8]([NH:10][C@H:11]([C:16]([NH:18][C@H:19]([C:24]([NH:26][C@H:27]([C:33]([NH:35][C@H:36]([C:44]([NH:46][C@H:47]([C:55]([NH:73][C@@H:74]([CH2:75][CH2:76][CH2:77][CH2:78][NH:79][C:80](=[O:91])[C:81]1[CH:82]=[CH:83][C:84]([O:87][CH2:88][C:89]#[CH:90])=[CH:85][CH:86]=1)[C:92]([NH2:93])=[O:94])=[O:56])[CH2:48][CH:49]([CH3:50])[CH3:54])=[O:45])[CH2:37][C:38]1[CH:39]=[CH:40][CH:41]=[CH:42][CH:43]=1)=[O:34])[CH2:28][CH2:29][C:30](=[O:31])[OH:32])=[O:25])[CH2:20][C:21](=[O:23])[NH2:22])=[O:17])[CH2:12][C:13](=[O:14])[OH:15])=[O:9])[CH2:3][CH2:4][C:5](=[O:6])[OH:7]. (5) The product is: [CH3:12][N:9]1[CH2:8][CH2:7][O:6][C:5]2[C:4]([N:13]3[CH2:18][CH2:17][O:16][CH2:15][CH2:14]3)=[N:3][C:2]([C:27]3[CH:28]=[N:29][C:30]([NH2:33])=[N:31][CH:32]=3)=[N:11][C:10]1=2. Given the reactants Cl[C:2]1[N:3]=[C:4]([N:13]2[CH2:18][CH2:17][O:16][CH2:15][CH2:14]2)[C:5]2[O:6][CH2:7][CH2:8][N:9]([CH3:12])[C:10]=2[N:11]=1.CC1(C)C(C)(C)OB([C:27]2[CH:28]=[N:29][C:30]([NH2:33])=[N:31][CH:32]=2)O1.C(Cl)Cl.C(=O)([O-])[O-].[Cs+].[Cs+], predict the reaction product.